This data is from Catalyst prediction with 721,799 reactions and 888 catalyst types from USPTO. The task is: Predict which catalyst facilitates the given reaction. (1) Reactant: [NH2:1][C:2]1[CH:31]=[CH:30][C:5]([CH2:6][C:7]2[N:12]=[C:11]([Cl:13])[C:10]([CH2:14][C:15]([O:17][CH3:18])=[O:16])=[C:9]([N:19]([CH2:21][C:22]([NH:24][CH:25]3[CH2:29][CH2:28][CH2:27][CH2:26]3)=[O:23])[CH3:20])[N:8]=2)=[CH:4][CH:3]=1.[CH:32]1([CH:38]=O)[CH2:37][CH2:36][CH2:35][CH2:34][CH2:33]1.C(O)(=O)C.C(O[BH-](OC(=O)C)OC(=O)C)(=O)C.[Na+].[OH-].[Na+]. Product: [Cl:13][C:11]1[C:10]([CH2:14][C:15]([O:17][CH3:18])=[O:16])=[C:9]([N:19]([CH2:21][C:22]([NH:24][CH:25]2[CH2:29][CH2:28][CH2:27][CH2:26]2)=[O:23])[CH3:20])[N:8]=[C:7]([CH2:6][C:5]2[CH:30]=[CH:31][C:2]([NH:1][CH2:38][CH:32]3[CH2:37][CH2:36][CH2:35][CH2:34][CH2:33]3)=[CH:3][CH:4]=2)[N:12]=1. The catalyst class is: 325. (2) Reactant: [C:1]1([NH:7][C:8]2[CH:13]=[CH:12][CH:11]=[CH:10][C:9]=2[NH2:14])[CH:6]=[CH:5][CH:4]=[CH:3][CH:2]=1.[Br:15][C:16]1[CH:23]=[CH:22][C:19]([CH:20]=O)=[CH:18][CH:17]=1.OOS([O-])=O.[K+].O. Product: [Br:15][C:16]1[CH:23]=[CH:22][C:19]([C:20]2[N:7]([C:1]3[CH:2]=[CH:3][CH:4]=[CH:5][CH:6]=3)[C:8]3[CH:13]=[CH:12][CH:11]=[CH:10][C:9]=3[N:14]=2)=[CH:18][CH:17]=1. The catalyst class is: 3. (3) Reactant: FC(F)(F)S([C:6]1[CH2:11][CH2:10][CH2:9][CH2:8][CH:7]=1)(=O)=O.C(=O)([O-])[O-].[Cs+].[Cs+].[F:20][C:21]1[CH:26]=[CH:25][C:24]([F:27])=[CH:23][C:22]=1B(O)O. Product: [F:20][C:21]1[CH:26]=[CH:25][C:24]([F:27])=[CH:23][C:22]=1[C:6]1[CH2:11][CH2:10][CH2:9][CH2:8][CH:7]=1. The catalyst class is: 762. (4) Reactant: C([O:4][CH2:5][CH2:6][O:7][C:8]([N:10]1[CH2:15][CH2:14][C:13]2[C:16]([C:32]#[N:33])=[C:17]([NH:19][C:20](=[O:31])[CH2:21][CH2:22][C:23]3[CH:28]=[CH:27][CH:26]=[CH:25][C:24]=3[O:29][CH3:30])[S:18][C:12]=2[CH2:11]1)=[O:9])(=O)C. Product: [OH:4][CH2:5][CH2:6][O:7][C:8]([N:10]1[CH2:15][CH2:14][C:13]2[C:16]([C:32]#[N:33])=[C:17]([NH:19][C:20](=[O:31])[CH2:21][CH2:22][C:23]3[CH:28]=[CH:27][CH:26]=[CH:25][C:24]=3[O:29][CH3:30])[S:18][C:12]=2[CH2:11]1)=[O:9]. The catalyst class is: 74. (5) Reactant: [Cl:1][C:2]1[CH:7]=[C:6]([F:8])[CH:5]=[CH:4][C:3]=1[C@H:9]1[C:14]([C:15]([O:17][CH2:18][CH3:19])=[O:16])=[C:13]([CH3:20])[NH:12][C:11]([C:21]2[S:22][CH:23]=[CH:24][N:25]=2)=[N:10]1.C1C(=O)N([Br:33])C(=O)C1. Product: [Cl:1][C:2]1[CH:7]=[C:6]([F:8])[CH:5]=[CH:4][C:3]=1[C@H:9]1[C:14]([C:15]([O:17][CH2:18][CH3:19])=[O:16])=[C:13]([CH2:20][Br:33])[NH:12][C:11]([C:21]2[S:22][CH:23]=[CH:24][N:25]=2)=[N:10]1. The catalyst class is: 53. (6) Reactant: [F:1][C:2]1[CH:3]=[C:4]([C:9]2([OH:14])[CH2:13][CH2:12][NH:11][CH2:10]2)[CH:5]=[CH:6][C:7]=1[F:8].C(=O)([O-])[O-].[K+].[K+].[CH:21](Br)([CH3:23])[CH3:22]. The catalyst class is: 10. Product: [F:1][C:2]1[CH:3]=[C:4]([C:9]2([OH:14])[CH2:13][CH2:12][N:11]([CH:21]([CH3:23])[CH3:22])[CH2:10]2)[CH:5]=[CH:6][C:7]=1[F:8].